From a dataset of Catalyst prediction with 721,799 reactions and 888 catalyst types from USPTO. Predict which catalyst facilitates the given reaction. Reactant: [F:1][C:2]1[CH:3]=[C:4]([CH:7]=[C:8]([F:11])[C:9]=1F)[CH:5]=[O:6].[F:12][C:13]([F:22])([F:21])[C:14]1[N:19]=[CH:18][C:17]([OH:20])=[CH:16][CH:15]=1.C([O-])([O-])=O.[K+].[K+]. Product: [F:11][C:8]1[CH:7]=[C:4]([CH:3]=[C:2]([F:1])[C:9]=1[O:20][C:17]1[CH:18]=[N:19][C:14]([C:13]([F:22])([F:12])[F:21])=[CH:15][CH:16]=1)[CH:5]=[O:6]. The catalyst class is: 9.